This data is from Full USPTO retrosynthesis dataset with 1.9M reactions from patents (1976-2016). The task is: Predict the reactants needed to synthesize the given product. (1) The reactants are: S(Cl)([Cl:3])=O.[OH:5][C:6]1[CH:7]=[C:8]([CH:12]=[CH:13][C:14]=1[NH2:15])[C:9]([OH:11])=[O:10].[CH3:16]O. Given the product [ClH:3].[CH3:16][O:10][C:9](=[O:11])[C:8]1[CH:12]=[CH:13][C:14]([NH2:15])=[C:6]([OH:5])[CH:7]=1, predict the reactants needed to synthesize it. (2) Given the product [Br:1][C:2]1[N:3]([CH2:14][O:13][CH2:12][CH2:11][Si:10]([CH3:17])([CH3:16])[CH3:9])[C:4]([Cl:8])=[C:5]([Cl:7])[N:6]=1, predict the reactants needed to synthesize it. The reactants are: [Br:1][C:2]1[NH:3][C:4]([Cl:8])=[C:5]([Cl:7])[N:6]=1.[CH3:9][Si:10]([CH3:17])([CH3:16])[CH2:11][CH2:12][O:13][CH2:14]Cl. (3) Given the product [ClH:28].[C:1]([NH:5][S:6]([C:9]1[CH:10]=[N:11][C:12]([N:15]2[C:19](=[O:20])[C:18]([CH2:21][C:22]3[CH:23]=[N:24][CH:25]=[CH:26][CH:27]=3)=[CH:17][NH:16]2)=[CH:13][CH:14]=1)(=[O:8])=[O:7])([CH3:4])([CH3:2])[CH3:3], predict the reactants needed to synthesize it. The reactants are: [C:1]([NH:5][S:6]([C:9]1[CH:10]=[N:11][C:12]([N:15]2[C:19](=[O:20])[C:18]([CH2:21][C:22]3[CH:23]=[N:24][CH:25]=[CH:26][CH:27]=3)=[CH:17][NH:16]2)=[CH:13][CH:14]=1)(=[O:8])=[O:7])([CH3:4])([CH3:3])[CH3:2].[ClH:28]. (4) Given the product [C:16]([C:10]1[CH:11]=[CH:12][C:7]([O:6][CH3:5])=[CH:8][C:9]=1[CH2:13][CH2:14][O:15][C:21](=[O:23])[CH3:22])(=[O:18])[CH3:17], predict the reactants needed to synthesize it. The reactants are: [Cl-].[Al+3].[Cl-].[Cl-].[CH3:5][O:6][C:7]1[CH:8]=[C:9]([CH2:13][CH2:14][OH:15])[CH:10]=[CH:11][CH:12]=1.[C:16](Cl)(=[O:18])[CH3:17].Cl.[C:21](OCC)(=[O:23])[CH3:22]. (5) Given the product [CH2:1]([O:3][C:4](=[O:44])[CH2:5][CH2:6][CH2:7][O:8][C:9]1[CH:14]=[CH:13][CH:12]=[C:11]([CH2:15][CH2:16][CH2:17][CH2:18][CH2:19][CH2:20][O:21][C:22]2[CH:27]=[C:26]([C:45]3[CH:50]=[CH:49][CH:48]=[CH:47][CH:46]=3)[CH:25]=[C:24]([O:29][CH2:30][C:31]3[CH:36]=[CH:35][CH:34]=[CH:33][CH:32]=3)[CH:23]=2)[C:10]=1[CH2:37][CH2:38][C:39]([O:41][CH2:42][CH3:43])=[O:40])[CH3:2], predict the reactants needed to synthesize it. The reactants are: [CH2:1]([O:3][C:4](=[O:44])[CH2:5][CH2:6][CH2:7][O:8][C:9]1[CH:14]=[CH:13][CH:12]=[C:11]([CH2:15][CH2:16][CH2:17][CH2:18][CH2:19][CH2:20][O:21][C:22]2[CH:27]=[C:26](Br)[CH:25]=[C:24]([O:29][CH2:30][C:31]3[CH:36]=[CH:35][CH:34]=[CH:33][CH:32]=3)[CH:23]=2)[C:10]=1[CH2:37][CH2:38][C:39]([O:41][CH2:42][CH3:43])=[O:40])[CH3:2].[C:45]1(B(O)O)[CH:50]=[CH:49][CH:48]=[CH:47][CH:46]=1.C(=O)([O-])[O-].[Cs+].[Cs+]. (6) Given the product [O:22]1[C:23]2[CH:24]=[CH:25][C:17]([CH2:16][NH:26][C:2]3[CH:3]=[CH:4][C:5]([N+:13]([O-:15])=[O:14])=[C:6]([N:8]4[CH2:12][CH2:11][CH2:10][CH2:9]4)[N:7]=3)=[CH:18][C:19]=2[O:20][CH2:21]1, predict the reactants needed to synthesize it. The reactants are: Cl[C:2]1[N:7]=[C:6]([N:8]2[CH2:12][CH2:11][CH2:10][CH2:9]2)[C:5]([N+:13]([O-:15])=[O:14])=[CH:4][CH:3]=1.[CH2:16]([NH2:26])[C:17]1[CH:25]=[CH:24][C:23]2[O:22][CH2:21][O:20][C:19]=2[CH:18]=1.C(N(CC)CC)C.C([O-])(O)=O.[Na+]. (7) The reactants are: [CH2:1]([C:3]1[CH:12]=[C:11]([C:13]2[N:17]=[C:16]([C:18]3[CH:23]=[C:22]([CH3:24])[C:21]([CH2:25][CH:26]([CH3:28])[CH3:27])=[CH:20][N:19]=3)[O:15][N:14]=2)[CH:10]=[C:9]([CH3:29])[C:4]=1[O:5][CH2:6][CH2:7][NH2:8])[CH3:2].CCN=C=NCCCN(C)C.Cl.C1C=CC2N(O)N=NC=2C=1.CCN(C(C)C)C(C)C.[C:61]([N:68]([CH2:70][C:71](O)=[O:72])C)(OC(C)(C)C)=O. Given the product [CH2:1]([C:3]1[CH:12]=[C:11]([C:13]2[N:17]=[C:16]([C:18]3[CH:23]=[C:22]([CH3:24])[C:21]([CH2:25][CH:26]([CH3:28])[CH3:27])=[CH:20][N:19]=3)[O:15][N:14]=2)[CH:10]=[C:9]([CH3:29])[C:4]=1[O:5][CH2:6][CH2:7][NH:8][C:71](=[O:72])[CH2:70][NH:68][CH3:61])[CH3:2], predict the reactants needed to synthesize it. (8) The reactants are: [C:1]1([CH3:7])[CH:6]=[CH:5][CH:4]=[CH:3][CH:2]=1.[Br-].[Na+].[C:10]([OH:13])(=[O:12])[CH3:11]. Given the product [CH:7](=[O:12])[C:1]1[CH:6]=[CH:5][CH:4]=[CH:3][CH:2]=1.[C:10]([OH:13])(=[O:12])[C:11]1[CH:5]=[CH:6][CH:1]=[CH:2][CH:3]=1.[CH2:7]([OH:12])[C:1]1[CH:6]=[CH:5][CH:4]=[CH:3][CH:2]=1, predict the reactants needed to synthesize it. (9) Given the product [F:2][C:3]1[CH:8]=[CH:7][C:6]([S:9]([NH:12][C:13]2[CH:14]=[C:15]3[C:19](=[CH:20][CH:21]=2)[N:18]([CH3:22])[CH:17]=[C:16]3[CH:23]2[CH2:28][CH2:27][NH:26][CH2:25][CH2:24]2)(=[O:10])=[O:11])=[CH:5][CH:4]=1, predict the reactants needed to synthesize it. The reactants are: Cl.[F:2][C:3]1[CH:8]=[CH:7][C:6]([S:9]([NH:12][C:13]2[CH:14]=[C:15]3[C:19](=[CH:20][CH:21]=2)[N:18]([CH3:22])[CH:17]=[C:16]3[CH:23]2[CH2:28][CH2:27][N:26](C(OC(C)(C)C)=O)[CH2:25][CH2:24]2)(=[O:11])=[O:10])=[CH:5][CH:4]=1.C([O-])(O)=O.[Na+]. (10) Given the product [CH2:22]([N:19]1[CH2:18][CH2:17][C:16]2([C:14](=[O:15])[N:37]([O:36][CH2:29][C:30]3[CH:35]=[CH:34][CH:33]=[CH:32][CH:31]=3)[CH2:38]2)[CH2:21][CH2:20]1)[C:23]1[CH:24]=[CH:25][CH:26]=[CH:27][CH:28]=1, predict the reactants needed to synthesize it. The reactants are: C[Si](C)(C)N[Si](C)(C)C.[Li].C(O[C:14]([CH:16]1[CH2:21][CH2:20][N:19]([CH2:22][C:23]2[CH:28]=[CH:27][CH:26]=[CH:25][CH:24]=2)[CH2:18][CH2:17]1)=[O:15])C.[CH2:29]([O:36][N:37]=[CH2:38])[C:30]1[CH:35]=[CH:34][CH:33]=[CH:32][CH:31]=1.[NH4+].[Cl-].